This data is from Full USPTO retrosynthesis dataset with 1.9M reactions from patents (1976-2016). The task is: Predict the reactants needed to synthesize the given product. Given the product [F:11][C:9]1[N:8]=[C:7]2[C:3]([NH:4][CH:5]=[N:6]2)=[C:2]([N:20]2[C:21]3[C:16](=[CH:15][C:14]([O:13][CH3:12])=[CH:23][CH:22]=3)[CH2:17][CH2:18][CH2:19]2)[N:10]=1, predict the reactants needed to synthesize it. The reactants are: Cl[C:2]1[N:10]=[C:9]([F:11])[N:8]=[C:7]2[C:3]=1[NH:4][CH:5]=[N:6]2.[CH3:12][O:13][C:14]1[CH:15]=[C:16]2[C:21](=[CH:22][CH:23]=1)[NH:20][CH2:19][CH2:18][CH2:17]2.